From a dataset of Full USPTO retrosynthesis dataset with 1.9M reactions from patents (1976-2016). Predict the reactants needed to synthesize the given product. (1) Given the product [CH3:2][O:3][C:4](=[O:11])[C@@H:5](/[N:6]=[CH:17]/[C:16]1[CH:19]=[CH:20][C:13]([F:12])=[CH:14][CH:15]=1)[CH2:7][CH:8]([CH3:10])[CH3:9], predict the reactants needed to synthesize it. The reactants are: Cl.[CH3:2][O:3][C:4](=[O:11])[C@H:5]([CH2:7][CH:8]([CH3:10])[CH3:9])[NH2:6].[F:12][C:13]1[CH:20]=[CH:19][C:16]([CH:17]=O)=[CH:15][CH:14]=1.C([O-])([O-])=O.[Na+].[Na+]. (2) Given the product [F:1][C:2]([F:7])([F:6])[C:3]([OH:5])=[O:4].[NH:8]1[C:12]2[CH:13]=[CH:14][CH:15]=[CH:16][C:11]=2[N:10]=[C:9]1[C:17]1[CH:37]=[CH:36][C:20]([C:21]([N:23]2[CH2:24][CH2:25][NH:26][CH2:27][CH2:28]2)=[O:22])=[CH:19][CH:18]=1, predict the reactants needed to synthesize it. The reactants are: [F:1][C:2]([F:7])([F:6])[C:3]([OH:5])=[O:4].[NH:8]1[C:12]2[CH:13]=[CH:14][CH:15]=[CH:16][C:11]=2[N:10]=[C:9]1[C:17]1[CH:37]=[CH:36][C:20]([C:21]([N:23]2[CH2:28][CH2:27][N:26](C(OC(C)(C)C)=O)[CH2:25][CH2:24]2)=[O:22])=[CH:19][CH:18]=1. (3) Given the product [CH3:30][C:31]([CH3:35])([CH3:34])[CH2:32][NH:1][C:2]1[CH:3]=[CH:4][CH:5]=[C:6]2[C:10]=1[C:9](=[O:11])[N:8]([C@@H:12]([C:19]1[CH:24]=[CH:23][C:22]([O:25][CH3:26])=[C:21]([O:27][CH2:28][CH3:29])[CH:20]=1)[CH2:13][C:14]([N:16]([CH3:18])[CH3:17])=[O:15])[CH2:7]2, predict the reactants needed to synthesize it. The reactants are: [NH2:1][C:2]1[CH:3]=[CH:4][CH:5]=[C:6]2[C:10]=1[C:9](=[O:11])[N:8]([C@@H:12]([C:19]1[CH:24]=[CH:23][C:22]([O:25][CH3:26])=[C:21]([O:27][CH2:28][CH3:29])[CH:20]=1)[CH2:13][C:14]([N:16]([CH3:18])[CH3:17])=[O:15])[CH2:7]2.[CH3:30][C:31]([CH3:35])([CH3:34])[CH:32]=O.C(O[BH-](OC(=O)C)OC(=O)C)(=O)C.[Na+]. (4) Given the product [CH3:1][C:2]1[NH:3][C:4]2[C:9]([CH:10]=1)=[CH:8][C:7]([NH2:11])=[CH:6][CH:5]=2, predict the reactants needed to synthesize it. The reactants are: [CH3:1][C:2]1[NH:3][C:4]2[C:9]([CH:10]=1)=[CH:8][C:7]([N+:11]([O-])=O)=[CH:6][CH:5]=2.NN.